Dataset: Forward reaction prediction with 1.9M reactions from USPTO patents (1976-2016). Task: Predict the product of the given reaction. Given the reactants Cl.[C:2]([O:6][NH2:7])([CH3:5])([CH3:4])[CH3:3].Cl.CON.Cl[C:13]1[C:22]2[C:17](=[CH:18][CH:19]=[CH:20][CH:21]=2)[N:16]=[CH:15][C:14]=1[NH:23][C:24](=O)[CH3:25], predict the reaction product. The product is: [C:2]([O:6][N:7]1[C:13]2[C:22]3[CH:21]=[CH:20][CH:19]=[CH:18][C:17]=3[N:16]=[CH:15][C:14]=2[N:23]=[C:24]1[CH3:25])([CH3:5])([CH3:4])[CH3:3].